This data is from Full USPTO retrosynthesis dataset with 1.9M reactions from patents (1976-2016). The task is: Predict the reactants needed to synthesize the given product. (1) Given the product [CH3:47][O:46][C:42]1[CH:41]=[C:40]([NH:39][CH:32]([C:33]2[CH:38]=[CH:37][CH:36]=[CH:35][CH:34]=2)[C:8]([C:10]2[C:18]3[C:13](=[CH:14][C:15]([N:19]4[CH2:20][CH2:21][O:22][CH2:23][CH2:24]4)=[CH:16][CH:17]=3)[NH:12][CH:11]=2)=[O:9])[CH:45]=[CH:44][CH:43]=1, predict the reactants needed to synthesize it. The reactants are: C(N(CC)CC)C.[CH:8]([C:10]1[C:18]2[C:13](=[CH:14][C:15]([N:19]3[CH2:24][CH2:23][O:22][CH2:21][CH2:20]3)=[CH:16][CH:17]=2)[N:12](C(OC(C)(C)C)=O)[CH:11]=1)=[O:9].[CH:32](=[N:39][C:40]1[CH:45]=[CH:44][CH:43]=[C:42]([O:46][CH3:47])[CH:41]=1)[C:33]1[CH:38]=[CH:37][CH:36]=[CH:35][CH:34]=1. (2) The reactants are: CN(C1C=CC=C(C)N=1)C(=O)OC(C)(C)C.CC(C)(OC([CH2:23][NH:24][C:25]1[N:30]=[C:29]([CH2:31][C:32](OCC)=[O:33])[CH:28]=[CH:27][CH:26]=1)=O)C.[Li+].CC([N-]C(C)C)C.C(=O)(OCC)OCC. Given the product [CH3:23][NH:24][C:25]1[N:30]=[C:29]([CH2:31][CH2:32][OH:33])[CH:28]=[CH:27][CH:26]=1, predict the reactants needed to synthesize it. (3) Given the product [NH2:32][CH2:31][C@H:29]1[O:28][N:27]=[C:26]([C:23]2[N:24]=[CH:25][C:20]([C:3]3[CH:4]=[CH:5][C:6]([N:8]4[CH2:12][C@H:11]([CH2:13][N:14]5[CH:18]=[CH:17][N:16]=[N:15]5)[O:10][C:9]4=[O:19])=[CH:7][C:2]=3[F:1])=[CH:21][CH:22]=2)[CH2:30]1, predict the reactants needed to synthesize it. The reactants are: [F:1][C:2]1[CH:7]=[C:6]([N:8]2[CH2:12][CH:11]([CH2:13][N:14]3[CH:18]=[CH:17][N:16]=[N:15]3)[O:10][C:9]2=[O:19])[CH:5]=[CH:4][C:3]=1[C:20]1[CH:21]=[CH:22][C:23]([C:26]2[CH2:30][C@@H:29]([CH2:31][NH:32]C(=O)OC(C)(C)C)[O:28][N:27]=2)=[N:24][CH:25]=1.Cl. (4) Given the product [Cl:3][C:4]1[C:9]([C:10]([F:12])([F:13])[F:11])=[CH:8][N:7]=[C:6]2[NH:14][CH:15]=[CH:16][C:5]=12, predict the reactants needed to synthesize it. The reactants are: [Li+].[OH-].[Cl:3][C:4]1[C:9]([C:10]([F:13])([F:12])[F:11])=[CH:8][N:7]=[C:6]2[N:14](S(C3C=CC=CC=3)(=O)=O)[CH:15]=[CH:16][C:5]=12.S([O-])(O)(=O)=O.[K+]. (5) Given the product [C:24]([N:13]([C:14](=[O:23])[C:15]1[CH:20]=[C:19]([CH3:21])[CH:18]=[C:17]([CH3:22])[CH:16]=1)[NH:12][C:10](=[O:11])[C:9]1[CH:28]=[CH:29][C:6]([CH2:5][C:1]#[N:2])=[C:7]([B:30]2[O:34][C:33]([CH3:36])([CH3:35])[C:32]([CH3:38])([CH3:37])[O:31]2)[CH:8]=1)([CH3:25])([CH3:27])[CH3:26], predict the reactants needed to synthesize it. The reactants are: [C-:1]#[N:2].[Na+].Br[CH2:5][C:6]1[CH:29]=[CH:28][C:9]([C:10]([NH:12][N:13]([C:24]([CH3:27])([CH3:26])[CH3:25])[C:14](=[O:23])[C:15]2[CH:20]=[C:19]([CH3:21])[CH:18]=[C:17]([CH3:22])[CH:16]=2)=[O:11])=[CH:8][C:7]=1[B:30]1[O:34][C:33]([CH3:36])([CH3:35])[C:32]([CH3:38])([CH3:37])[O:31]1.